From a dataset of Peptide-MHC class I binding affinity with 185,985 pairs from IEDB/IMGT. Regression. Given a peptide amino acid sequence and an MHC pseudo amino acid sequence, predict their binding affinity value. This is MHC class I binding data. (1) The MHC is HLA-B51:01 with pseudo-sequence HLA-B51:01. The peptide sequence is GLMVAGYFY. The binding affinity (normalized) is 0.0847. (2) The peptide sequence is HQFTSNPEV. The MHC is HLA-B44:02 with pseudo-sequence HLA-B44:02. The binding affinity (normalized) is 0.213.